Dataset: NCI-60 drug combinations with 297,098 pairs across 59 cell lines. Task: Regression. Given two drug SMILES strings and cell line genomic features, predict the synergy score measuring deviation from expected non-interaction effect. (1) Drug 1: C1=CC(=CC=C1CCC2=CNC3=C2C(=O)NC(=N3)N)C(=O)NC(CCC(=O)O)C(=O)O. Drug 2: C1CC(=O)NC(=O)C1N2C(=O)C3=CC=CC=C3C2=O. Cell line: SK-OV-3. Synergy scores: CSS=39.6, Synergy_ZIP=2.06, Synergy_Bliss=-0.679, Synergy_Loewe=-8.97, Synergy_HSA=-0.361. (2) Drug 1: CCC(=C(C1=CC=CC=C1)C2=CC=C(C=C2)OCCN(C)C)C3=CC=CC=C3.C(C(=O)O)C(CC(=O)O)(C(=O)O)O. Drug 2: CS(=O)(=O)OCCCCOS(=O)(=O)C. Cell line: T-47D. Synergy scores: CSS=4.70, Synergy_ZIP=-1.11, Synergy_Bliss=1.77, Synergy_Loewe=-9.16, Synergy_HSA=-1.40. (3) Drug 1: CN1CCC(CC1)COC2=C(C=C3C(=C2)N=CN=C3NC4=C(C=C(C=C4)Br)F)OC. Drug 2: C1=NC2=C(N1)C(=S)N=CN2. Cell line: U251. Synergy scores: CSS=11.3, Synergy_ZIP=-12.1, Synergy_Bliss=-13.4, Synergy_Loewe=-16.4, Synergy_HSA=-12.5. (4) Drug 1: CN(C)C1=NC(=NC(=N1)N(C)C)N(C)C. Drug 2: CCN(CC)CCNC(=O)C1=C(NC(=C1C)C=C2C3=C(C=CC(=C3)F)NC2=O)C. Cell line: OVCAR3. Synergy scores: CSS=-4.36, Synergy_ZIP=3.17, Synergy_Bliss=0.941, Synergy_Loewe=-5.01, Synergy_HSA=-4.49. (5) Drug 1: CC=C1C(=O)NC(C(=O)OC2CC(=O)NC(C(=O)NC(CSSCCC=C2)C(=O)N1)C(C)C)C(C)C. Drug 2: C1CCC(C(C1)N)N.C(=O)(C(=O)[O-])[O-].[Pt+4]. Cell line: SF-539. Synergy scores: CSS=56.6, Synergy_ZIP=1.76, Synergy_Bliss=0.620, Synergy_Loewe=-20.2, Synergy_HSA=4.18. (6) Drug 1: CC1CCC2CC(C(=CC=CC=CC(CC(C(=O)C(C(C(=CC(C(=O)CC(OC(=O)C3CCCCN3C(=O)C(=O)C1(O2)O)C(C)CC4CCC(C(C4)OC)O)C)C)O)OC)C)C)C)OC. Drug 2: CC1C(C(CC(O1)OC2CC(CC3=C2C(=C4C(=C3O)C(=O)C5=CC=CC=C5C4=O)O)(C(=O)C)O)N)O. Cell line: OVCAR-5. Synergy scores: CSS=45.7, Synergy_ZIP=9.67, Synergy_Bliss=9.72, Synergy_Loewe=13.5, Synergy_HSA=12.7. (7) Drug 1: CC12CCC(CC1=CCC3C2CCC4(C3CC=C4C5=CN=CC=C5)C)O. Drug 2: CC12CCC3C(C1CCC2OP(=O)(O)O)CCC4=C3C=CC(=C4)OC(=O)N(CCCl)CCCl.[Na+]. Cell line: NCIH23. Synergy scores: CSS=2.42, Synergy_ZIP=-1.54, Synergy_Bliss=-5.36, Synergy_Loewe=-9.44, Synergy_HSA=-5.99. (8) Drug 1: CC1=C(C=C(C=C1)NC2=NC=CC(=N2)N(C)C3=CC4=NN(C(=C4C=C3)C)C)S(=O)(=O)N.Cl. Drug 2: CC1C(C(CC(O1)OC2CC(CC3=C2C(=C4C(=C3O)C(=O)C5=CC=CC=C5C4=O)O)(C(=O)C)O)N)O. Cell line: SR. Synergy scores: CSS=37.1, Synergy_ZIP=1.45, Synergy_Bliss=-0.556, Synergy_Loewe=0.847, Synergy_HSA=4.66. (9) Drug 1: C1=C(C(=O)NC(=O)N1)F. Drug 2: CC=C1C(=O)NC(C(=O)OC2CC(=O)NC(C(=O)NC(CSSCCC=C2)C(=O)N1)C(C)C)C(C)C. Cell line: SF-268. Synergy scores: CSS=79.9, Synergy_ZIP=5.48, Synergy_Bliss=4.43, Synergy_Loewe=2.60, Synergy_HSA=7.21. (10) Drug 1: CC1C(C(CC(O1)OC2CC(CC3=C2C(=C4C(=C3O)C(=O)C5=C(C4=O)C(=CC=C5)OC)O)(C(=O)C)O)N)O.Cl. Drug 2: CCC1(C2=C(COC1=O)C(=O)N3CC4=CC5=C(C=CC(=C5CN(C)C)O)N=C4C3=C2)O.Cl. Cell line: MDA-MB-435. Synergy scores: CSS=11.4, Synergy_ZIP=-3.21, Synergy_Bliss=0.228, Synergy_Loewe=-16.2, Synergy_HSA=-1.85.